The task is: Predict the product of the given reaction.. This data is from Forward reaction prediction with 1.9M reactions from USPTO patents (1976-2016). (1) The product is: [Si:34]([O:41][CH2:42][CH2:43][C:44]1([S:47]([N:12]2[C:4]3=[N:5][CH:6]4[N:10]([CH3:11])[CH:9]=[N:8][CH:7]4[C:2]([Cl:1])=[C:3]3[N:14]([C:15]3[CH:20]=[CH:19][C:18]([I:21])=[CH:17][C:16]=3[F:22])[C:13]2=[O:23])(=[O:48])=[O:49])[CH2:46][CH2:45]1)([C:37]([CH3:39])([CH3:40])[CH3:38])([CH3:36])[CH3:35]. Given the reactants [Cl:1][C:2]1[C:7]2[N:8]=[CH:9][N:10]([CH3:11])[C:6]=2[N:5]=[C:4]2[NH:12][C:13](=[O:23])[N:14]([C:15]3[CH:20]=[CH:19][C:18]([I:21])=[CH:17][C:16]=3[F:22])[C:3]=12.[Li+].C[Si]([N-][Si](C)(C)C)(C)C.[Si:34]([O:41][CH2:42][CH2:43][C:44]1([S:47](Cl)(=[O:49])=[O:48])[CH2:46][CH2:45]1)([C:37]([CH3:40])([CH3:39])[CH3:38])([CH3:36])[CH3:35], predict the reaction product. (2) Given the reactants C(O[C:6]([N:8](C)[CH2:9][CH2:10][N:11]([CH2:29][C:30]#[CH:31])[S:12]([C:15]1[CH:24]=[CH:23][C:22]2[NH:21][C:20](=[O:25])[C:19]3[NH:26][CH:27]=[CH:28][C:18]=3[C:17]=2[CH:16]=1)(=[O:14])=[O:13])=O)(C)(C)C.[CH2:33]([C:36]([O-:38])=[O:37])[CH2:34][CH3:35].[ClH:39], predict the reaction product. The product is: [CH3:6][NH:8][CH2:9][CH2:10][N:11]([CH2:29][C:30]#[CH:31])[S:12]([C:15]1[CH:24]=[CH:23][C:22]2[NH:21][C:20](=[O:25])[C:19]3[NH:26][CH:27]=[CH:28][C:18]=3[C:17]=2[CH:16]=1)(=[O:14])=[O:13].[ClH:39].[CH2:33]([C:36]([OH:38])=[O:37])[CH2:34][CH3:35].